From a dataset of Peptide-MHC class I binding affinity with 185,985 pairs from IEDB/IMGT. Regression. Given a peptide amino acid sequence and an MHC pseudo amino acid sequence, predict their binding affinity value. This is MHC class I binding data. (1) The peptide sequence is NAISTTFPY. The MHC is Mamu-A01 with pseudo-sequence Mamu-A01. The binding affinity (normalized) is 0.280. (2) The peptide sequence is RYPLTFGW. The MHC is HLA-B44:02 with pseudo-sequence HLA-B44:02. The binding affinity (normalized) is 0. (3) The peptide sequence is KQGKCATCVY. The MHC is HLA-A30:02 with pseudo-sequence HLA-A30:02. The binding affinity (normalized) is 0.550. (4) The peptide sequence is MPVMKRYSAP. The MHC is HLA-B53:01 with pseudo-sequence HLA-B53:01. The binding affinity (normalized) is 0.105. (5) The binding affinity (normalized) is 0.260. The peptide sequence is ILSPFLPLL. The MHC is HLA-A03:01 with pseudo-sequence HLA-A03:01. (6) The peptide sequence is APRTLVYLL. The MHC is HLA-B35:01 with pseudo-sequence HLA-B35:01. The binding affinity (normalized) is 0.236. (7) The peptide sequence is LTFIRSTMPL. The MHC is HLA-A68:02 with pseudo-sequence HLA-A68:02. The binding affinity (normalized) is 0.724.